The task is: Predict the reactants needed to synthesize the given product.. This data is from Full USPTO retrosynthesis dataset with 1.9M reactions from patents (1976-2016). (1) The reactants are: Cl[C:2]1[C:11]([C:12]([OH:14])=[O:13])=[CH:10][C:9]2[C:4](=[CH:5][CH:6]=[C:7]([Cl:15])[CH:8]=2)[N:3]=1.[F:16][C:17]1[CH:18]=[C:19]([CH:26]=[CH:27][CH:28]=1)[CH2:20][CH:21]([C:23]([OH:25])=[O:24])[NH2:22]. Given the product [C:23]([CH:21]([NH:22][C:2]1[C:11]([C:12]([OH:14])=[O:13])=[CH:10][C:9]2[C:4](=[CH:5][CH:6]=[C:7]([Cl:15])[CH:8]=2)[N:3]=1)[CH2:20][C:19]1[CH:26]=[CH:27][CH:28]=[C:17]([F:16])[CH:18]=1)([OH:25])=[O:24], predict the reactants needed to synthesize it. (2) The reactants are: [NH2:1][C:2]1[CH:7]=[CH:6][CH:5]=[C:4]([CH3:8])[C:3]=1[C:9]1[C:10]2[CH:17]=[C:16]([CH2:18][O:19][C:20]3[CH:25]=[CH:24][C:23]([C@@H:26]([C:33]#[C:34][CH3:35])[CH2:27][C:28]([O:30][CH2:31][CH3:32])=[O:29])=[CH:22][CH:21]=3)[CH:15]=[CH:14][C:11]=2[S:12][CH:13]=1.[CH3:36][S:37](Cl)(=[O:39])=[O:38]. Given the product [CH3:8][C:4]1[CH:5]=[CH:6][CH:7]=[C:2]([NH:1][S:37]([CH3:36])(=[O:39])=[O:38])[C:3]=1[C:9]1[C:10]2[CH:17]=[C:16]([CH2:18][O:19][C:20]3[CH:21]=[CH:22][C:23]([C@@H:26]([C:33]#[C:34][CH3:35])[CH2:27][C:28]([O:30][CH2:31][CH3:32])=[O:29])=[CH:24][CH:25]=3)[CH:15]=[CH:14][C:11]=2[S:12][CH:13]=1, predict the reactants needed to synthesize it.